From a dataset of Reaction yield outcomes from USPTO patents with 853,638 reactions. Predict the reaction yield, written as a fraction of the theoretical maximum amount of product (1.0 means a 100% yield; for example, 0.34 means a 34% yield). (1) The reactants are [CH2:1]([N:3]1[C:11]2[C:6](=[CH:7][CH:8]=[C:9]([O:12][CH3:13])[CH:10]=2)[C:5]([C:14]#[N:15])=[C:4]1I)[CH3:2].[F-].[Cs+]. The catalyst is COCCOC.Cl[Pd](Cl)([P](C1C=CC=CC=1)(C1C=CC=CC=1)C1C=CC=CC=1)[P](C1C=CC=CC=1)(C1C=CC=CC=1)C1C=CC=CC=1. The product is [NH2:3][C:11]1[CH:6]=[CH:7][C:8]([C:4]2[N:3]([CH2:1][CH3:2])[C:11]3[C:6]([C:5]=2[C:14]#[N:15])=[CH:7][CH:8]=[C:9]([O:12][CH3:13])[CH:10]=3)=[CH:9][CH:10]=1. The yield is 0.690. (2) The reactants are [CH:1]([C@@H:4]1[C:9](=[O:10])[N:8]([C:11]2[CH:16]=[C:15](SC)[C:14]([C:19]([O:21][CH3:22])=[O:20])=[CH:13][C:12]=2[N+:23]([O-:25])=[O:24])[CH2:7][CH2:6][N:5]1[C:26]([O:28][C:29]([CH3:32])([CH3:31])[CH3:30])=[O:27])([CH3:3])[CH3:2].[CH:33]1C=C(Cl)C=C(C(OO)=O)C=1.[O-:44][S:45]([O-:48])(=S)=O.[Na+].[Na+]. The catalyst is C(Cl)Cl. The product is [CH:1]([C@@H:4]1[C:9](=[O:10])[N:8]([C:11]2[CH:16]=[C:15]([S:45]([CH3:33])(=[O:48])=[O:44])[C:14]([C:19]([O:21][CH3:22])=[O:20])=[CH:13][C:12]=2[N+:23]([O-:25])=[O:24])[CH2:7][CH2:6][N:5]1[C:26]([O:28][C:29]([CH3:32])([CH3:30])[CH3:31])=[O:27])([CH3:3])[CH3:2]. The yield is 0.854. (3) The reactants are Cl[C:2]1[N:10]=[C:9](Cl)[CH:8]=[CH:7][C:3]=1[C:4]([NH2:6])=[O:5].[O:12]([C:19]1[CH:24]=[CH:23][C:22]([OH:25])=[CH:21][CH:20]=1)[C:13]1[CH:18]=[CH:17][CH:16]=[CH:15][CH:14]=1.C(O[C:31]([NH:33][C:34]1[CH:39]=[CH:38][C:37](B(O)O)=[CH:36][CH:35]=1)=[O:32])(C)(C)C.[C:43](Cl)(=O)[CH:44]=C. No catalyst specified. The product is [C:31]([NH:33][C:34]1[CH:35]=[CH:36][C:37]([C:9]2[CH:8]=[CH:7][C:3]([C:4]([NH2:6])=[O:5])=[C:2]([O:25][C:22]3[CH:21]=[CH:20][C:19]([O:12][C:13]4[CH:18]=[CH:17][CH:16]=[CH:15][CH:14]=4)=[CH:24][CH:23]=3)[N:10]=2)=[CH:38][CH:39]=1)(=[O:32])[CH:43]=[CH2:44]. The yield is 0.540. (4) The reactants are [F:1][C:2]1[CH:3]=[CH:4][C:5]([CH3:19])=[C:6]([C:8]2[CH:17]=[C:16]3[C:11]([CH:12]=[C:13]([NH2:18])[N:14]=[CH:15]3)=[CH:10][CH:9]=2)[CH:7]=1.N1C=CC=CC=1.ClC(Cl)(O[C:30](=[O:36])OC(Cl)(Cl)Cl)Cl.[CH3:38][CH:39]([NH2:41])[CH3:40]. The catalyst is O1CCCC1. The product is [F:1][C:2]1[CH:3]=[CH:4][C:5]([CH3:19])=[C:6]([C:8]2[CH:17]=[C:16]3[C:11]([CH:12]=[C:13]([NH:18][C:30]([NH:41][CH:39]([CH3:40])[CH3:38])=[O:36])[N:14]=[CH:15]3)=[CH:10][CH:9]=2)[CH:7]=1. The yield is 0.150. (5) The reactants are Cl[C:2]1[C:11]2[C:6](=[CH:7][C:8]([CH3:12])=[CH:9][CH:10]=2)[N:5]=[C:4]([C:13]2[CH:18]=[CH:17][CH:16]=[CH:15][C:14]=2[OH:19])[N:3]=1.[CH2:20]([O:27][C:28]([N:30]1[CH2:35][CH2:34][NH:33][CH:32]([CH2:36][OH:37])[CH2:31]1)=[O:29])[C:21]1[CH:26]=[CH:25][CH:24]=[CH:23][CH:22]=1.C(N(CC)CC)C. The catalyst is C(Cl)Cl.O. The product is [CH2:20]([O:27][C:28]([N:30]1[CH2:35][CH2:34][N:33]([C:2]2[C:11]3[C:6](=[CH:7][C:8]([CH3:12])=[CH:9][CH:10]=3)[N:5]=[C:4]([C:13]3[CH:18]=[CH:17][CH:16]=[CH:15][C:14]=3[OH:19])[N:3]=2)[CH:32]([CH2:36][OH:37])[CH2:31]1)=[O:29])[C:21]1[CH:26]=[CH:25][CH:24]=[CH:23][CH:22]=1. The yield is 0.650.